The task is: Regression. Given a peptide amino acid sequence and an MHC pseudo amino acid sequence, predict their binding affinity value. This is MHC class I binding data.. This data is from Peptide-MHC class I binding affinity with 185,985 pairs from IEDB/IMGT. (1) The peptide sequence is EVNAHIHTM. The MHC is HLA-A31:01 with pseudo-sequence HLA-A31:01. The binding affinity (normalized) is 0.0847. (2) The peptide sequence is YMPYVFTLLF. The MHC is HLA-A29:02 with pseudo-sequence HLA-A29:02. The binding affinity (normalized) is 1.00. (3) The peptide sequence is VPGLPGTVL. The MHC is HLA-B07:02 with pseudo-sequence HLA-B07:02. The binding affinity (normalized) is 0.582. (4) The peptide sequence is TVLPHLCLDY. The MHC is HLA-A11:01 with pseudo-sequence HLA-A11:01. The binding affinity (normalized) is 0.899. (5) The peptide sequence is SEGATPQDL. The MHC is HLA-B40:02 with pseudo-sequence HLA-B40:02. The binding affinity (normalized) is 0.497.